From a dataset of Catalyst prediction with 721,799 reactions and 888 catalyst types from USPTO. Predict which catalyst facilitates the given reaction. (1) Reactant: CS(C)=O.C(Cl)(=O)C(Cl)=O.C(=O)=O.CC(C)=O.[OH:18][CH2:19][C@@H:20]1[CH2:24][C:23]([CH3:25])=[CH:22][N:21]1[C:26]([C:28]1[CH:33]=[C:32]([O:34][CH3:35])[C:31]([O:36][Si:37]([CH:44]([CH3:46])[CH3:45])([CH:41]([CH3:43])[CH3:42])[CH:38]([CH3:40])[CH3:39])=[CH:30][C:29]=1[NH:47][C:48](=[O:53])[O:49][CH2:50][CH:51]=[CH2:52])=[O:27].C(N(CC)CC)C. Product: [OH:18][C@@H:19]1[N:47]([C:48]([O:49][CH2:50][CH:51]=[CH2:52])=[O:53])[C:29]2[CH:30]=[C:31]([O:36][Si:37]([CH:41]([CH3:42])[CH3:43])([CH:44]([CH3:45])[CH3:46])[CH:38]([CH3:39])[CH3:40])[C:32]([O:34][CH3:35])=[CH:33][C:28]=2[C:26](=[O:27])[N:21]2[CH:22]=[C:23]([CH3:25])[CH2:24][C@@H:20]12. The catalyst class is: 4. (2) Reactant: [CH3:1][N:2]1[C:15]2([CH2:17][CH2:16]2)[CH2:14][C:5]2[NH:6][C:7]3[CH:8]=[CH:9][C:10]([CH3:13])=[CH:11][C:12]=3[C:4]=2[CH2:3]1.[F:18][C:19]([F:29])([F:28])[C:20]1[CH:25]=[CH:24][C:23]([CH:26]=[CH2:27])=[CH:22][N:21]=1.[OH-].[K+]. Product: [CH3:1][N:2]1[C:15]2([CH2:17][CH2:16]2)[CH2:14][C:5]2[N:6]([CH2:27][CH2:26][C:23]3[CH:22]=[N:21][C:20]([C:19]([F:29])([F:18])[F:28])=[CH:25][CH:24]=3)[C:7]3[CH:8]=[CH:9][C:10]([CH3:13])=[CH:11][C:12]=3[C:4]=2[CH2:3]1. The catalyst class is: 37. (3) Reactant: NN.[NH2:3][C:4]1[C:13]2[N:14]=[C:15]([CH2:17][O:18][N:19]3C(=O)C4C(=CC=CC=4)C3=O)[S:16][C:12]=2[C:11]2[CH:10]=[CH:9][CH:8]=[CH:7][C:6]=2[N:5]=1. Product: [NH2:19][O:18][CH2:17][C:15]1[S:16][C:12]2[C:11]3[CH:10]=[CH:9][CH:8]=[CH:7][C:6]=3[N:5]=[C:4]([NH2:3])[C:13]=2[N:14]=1. The catalyst class is: 8. (4) Reactant: [CH3:1][N:2]1[CH2:7][CH2:6][N:5]([CH:8]2[CH2:13][CH2:12][N:11]([C:14]3[CH:19]=[CH:18][C:17]([C:20]#[C:21][Si](C)(C)C)=[CH:16][CH:15]=3)[CH2:10][CH2:9]2)[CH2:4][CH2:3]1.C(=O)([O-])[O-].[K+].[K+]. Product: [C:20]([C:17]1[CH:18]=[CH:19][C:14]([N:11]2[CH2:12][CH2:13][CH:8]([N:5]3[CH2:6][CH2:7][N:2]([CH3:1])[CH2:3][CH2:4]3)[CH2:9][CH2:10]2)=[CH:15][CH:16]=1)#[CH:21]. The catalyst class is: 5. (5) The catalyst class is: 4. Reactant: [NH2:1][C:2]1[CH:7]=[CH:6][CH:5]=[CH:4][C:3]=1[OH:8].Cl.[Cl:10][CH2:11][C:12](=N)OCC. Product: [Cl:10][CH2:11][C:12]1[O:8][C:3]2[CH:4]=[CH:5][CH:6]=[CH:7][C:2]=2[N:1]=1. (6) Reactant: C(O[C:4](=[O:17])[CH2:5][C:6]1([CH2:13][N+]([O-])=O)[CH2:10][CH2:9][C:8]([CH3:12])([CH3:11])[CH2:7]1)C.[CH3:18]O. Product: [CH3:12][C:8]1([CH3:11])[CH2:9][CH2:10][C:6]2([CH2:5][C:4](=[O:17])[CH2:18][CH2:13]2)[CH2:7]1. The catalyst class is: 181. (7) Reactant: [CH3:1]C(C)([O-])C.[K+].[I-].C[P+](C1C=CC=CC=1)(C1C=CC=CC=1)C1C=CC=CC=1.[Br:28][C:29]1[CH:30]=[C:31]([CH:35]([N:39]2[CH:43]=[C:42]([C:44]3[C:45]4[CH:52]=[CH:51][N:50]([CH2:53][O:54][CH2:55][CH2:56][Si:57]([CH3:60])([CH3:59])[CH3:58])[C:46]=4[N:47]=[CH:48][N:49]=3)[CH:41]=[N:40]2)[CH2:36][CH:37]=O)[CH:32]=[CH:33][CH:34]=1. Product: [Br:28][C:29]1[CH:30]=[C:31]([CH:35]([N:39]2[CH:43]=[C:42]([C:44]3[C:45]4[CH:52]=[CH:51][N:50]([CH2:53][O:54][CH2:55][CH2:56][Si:57]([CH3:60])([CH3:58])[CH3:59])[C:46]=4[N:47]=[CH:48][N:49]=3)[CH:41]=[N:40]2)[CH2:36][CH:37]=[CH2:1])[CH:32]=[CH:33][CH:34]=1. The catalyst class is: 1.